From a dataset of Catalyst prediction with 721,799 reactions and 888 catalyst types from USPTO. Predict which catalyst facilitates the given reaction. (1) Reactant: [CH3:1][C:2]1([CH3:17])[CH2:11][C:10](=[O:12])[C:9]2[C:4](=[CH:5][CH:6]=[C:7]([C:13]([O:15][CH3:16])=[O:14])[CH:8]=2)[O:3]1.C(C1C=C(C)C=C(C(C)(C)C)N=1)(C)(C)C.[F:33][C:34]([F:47])([F:46])[S:35](O[S:35]([C:34]([F:47])([F:46])[F:33])(=[O:37])=[O:36])(=[O:37])=[O:36]. Product: [CH3:1][C:2]1([CH3:17])[CH:11]=[C:10]([O:12][S:35]([C:34]([F:47])([F:46])[F:33])(=[O:37])=[O:36])[C:9]2[C:4](=[CH:5][CH:6]=[C:7]([C:13]([O:15][CH3:16])=[O:14])[CH:8]=2)[O:3]1. The catalyst class is: 665. (2) Reactant: [C:12]([O:11][C:9](O[C:9]([O:11][C:12]([CH3:15])([CH3:14])[CH3:13])=[O:10])=[O:10])([CH3:15])([CH3:14])[CH3:13].[Br:16][C:17]1[C:18]([O:28][CH3:29])=[C:19]([CH:25]([NH2:27])[CH3:26])[CH:20]=[C:21]([Cl:24])[C:22]=1[CH3:23].C(N(CC)CC)C. Product: [C:12]([O:11][C:9](=[O:10])[NH:27][CH:25]([C:19]1[CH:20]=[C:21]([Cl:24])[C:22]([CH3:23])=[C:17]([Br:16])[C:18]=1[O:28][CH3:29])[CH3:26])([CH3:13])([CH3:14])[CH3:15]. The catalyst class is: 7.